The task is: Predict the reactants needed to synthesize the given product.. This data is from Full USPTO retrosynthesis dataset with 1.9M reactions from patents (1976-2016). (1) Given the product [NH2:37][C:30]1[N:29]=[C:28]2[C:33]([N:34]=[CH:35][N:27]2[C@H:13]2[C@:14]([CH3:17])([OH:18])[C@H:15]([F:16])[C@@H:11]([CH2:10][OH:9])[O:12]2)=[C:32]([O:39][CH3:38])[N:31]=1, predict the reactants needed to synthesize it. The reactants are: C([O:9][CH2:10][C@@H:11]1[C@@H:15]([F:16])[C@:14]([O:18]C(=O)C2C=CC=CC=2)([CH3:17])[C@H:13]([N:27]2[CH:35]=[N:34][C:33]3[C:28]2=[N:29][C:30]([NH2:37])=[N:31][C:32]=3Cl)[O:12]1)(=O)C1C=CC=CC=1.[CH3:38][O-:39].[Na+]. (2) Given the product [OH:1][C@@:2]1([CH2:9][NH:10][C:11]([C:13]2[C:14]3[CH:15]=[CH:16][C:17]([N:25]4[CH2:29][CH2:28][CH2:27][CH2:26]4)=[N:18][C:19]=3[CH:20]=[CH:21][C:22]=2[Cl:23])=[O:12])[CH2:7][CH2:6][CH2:5][C@H:4]([CH3:8])[CH2:3]1, predict the reactants needed to synthesize it. The reactants are: [OH:1][C@@:2]1([CH2:9][NH:10][C:11]([C:13]2[C:14]3[CH:15]=[CH:16][C:17](Cl)=[N:18][C:19]=3[CH:20]=[CH:21][C:22]=2[Cl:23])=[O:12])[CH2:7][CH2:6][CH2:5][C@H:4]([CH3:8])[CH2:3]1.[NH:25]1[CH2:29][CH2:28][CH2:27][CH2:26]1. (3) Given the product [Cl:17][C:8]1[C:7]2[C:12](=[CH:13][C:4]([N+:1]([O-:3])=[O:2])=[CH:5][CH:6]=2)[N:11]=[CH:10][N:9]=1, predict the reactants needed to synthesize it. The reactants are: [N+:1]([C:4]1[CH:13]=[C:12]2[C:7]([C:8](O)=[N:9][CH:10]=[N:11]2)=[CH:6][CH:5]=1)([O-:3])=[O:2].S(Cl)([Cl:17])=O. (4) Given the product [CH3:30][C:27]1[CH:28]=[CH:29][C:24]([N:15]2[C:14]3[CH:31]=[C:10]([O:9][CH2:8][CH2:7][CH2:6][CH2:5][CH2:4][C:3]([OH:32])=[O:2])[CH:11]=[CH:12][C:13]=3[N:17]=[C:16]2[S:18]([CH2:21][CH2:22][CH3:23])(=[O:19])=[O:20])=[CH:25][CH:26]=1, predict the reactants needed to synthesize it. The reactants are: C[O:2][C:3](=[O:32])[CH2:4][CH2:5][CH2:6][CH2:7][CH2:8][O:9][C:10]1[CH:11]=[CH:12][C:13]2[N:17]=[C:16]([S:18]([CH2:21][CH2:22][CH3:23])(=[O:20])=[O:19])[N:15]([C:24]3[CH:29]=[CH:28][C:27]([CH3:30])=[CH:26][CH:25]=3)[C:14]=2[CH:31]=1.[OH-].[Li+]. (5) Given the product [Cl:24][C:25]1[CH:26]=[C:27]([C:6]2[N:7]=[C:8]([N:10]3[C:14]4[CH:15]=[C:16]([O:21][CH3:22])[C:17]([O:19][CH3:20])=[CH:18][C:13]=4[N:12]=[CH:11]3)[S:9][C:5]=2[C:3]([OH:2])=[O:4])[CH:28]=[CH:29][C:30]=1[C:31]([F:32])([F:33])[F:34], predict the reactants needed to synthesize it. The reactants are: C[O:2][C:3]([C:5]1[S:9][C:8]([N:10]2[C:14]3[CH:15]=[C:16]([O:21][CH3:22])[C:17]([O:19][CH3:20])=[CH:18][C:13]=3[N:12]=[CH:11]2)=[N:7][C:6]=1Br)=[O:4].[Cl:24][C:25]1[CH:26]=[C:27](B(O)O)[CH:28]=[CH:29][C:30]=1[C:31]([F:34])([F:33])[F:32]. (6) Given the product [CH3:55][O:56][C:57]1[CH:75]=[CH:74][CH:73]=[CH:72][C:58]=1[CH2:59][NH:60][C:61]1[CH:70]=[CH:69][C:68]2[C:63](=[CH:64][CH:65]=[C:66]([NH:71][C:9]([CH:6]3[CH2:5][CH2:4][N:3]([CH3:2])[CH2:8][CH2:7]3)=[O:11])[CH:67]=2)[N:62]=1, predict the reactants needed to synthesize it. The reactants are: Cl.[CH3:2][N:3]1[CH2:8][CH2:7][CH:6]([C:9]([OH:11])=O)[CH2:5][CH2:4]1.C(N(C(C)C)C(C)C)C.F[B-](F)(F)F.N1(OC(N(C)C)=[N+](C)C)C2C=CC=CC=2N=N1.Cl.CN(C)CCCN=C=NCC.[CH3:55][O:56][C:57]1[CH:75]=[CH:74][CH:73]=[CH:72][C:58]=1[CH2:59][NH:60][C:61]1[CH:70]=[CH:69][C:68]2[C:63](=[CH:64][CH:65]=[C:66]([NH2:71])[CH:67]=2)[N:62]=1.C(=O)(O)[O-].[Na+].